This data is from NCI-60 drug combinations with 297,098 pairs across 59 cell lines. The task is: Regression. Given two drug SMILES strings and cell line genomic features, predict the synergy score measuring deviation from expected non-interaction effect. (1) Drug 1: CC(CN1CC(=O)NC(=O)C1)N2CC(=O)NC(=O)C2. Drug 2: CC1=C2C(C(=O)C3(C(CC4C(C3C(C(C2(C)C)(CC1OC(=O)C(C(C5=CC=CC=C5)NC(=O)C6=CC=CC=C6)O)O)OC(=O)C7=CC=CC=C7)(CO4)OC(=O)C)O)C)OC(=O)C. Cell line: NCI-H226. Synergy scores: CSS=25.4, Synergy_ZIP=-5.06, Synergy_Bliss=-2.94, Synergy_Loewe=-38.6, Synergy_HSA=-0.543. (2) Drug 1: C1CN1P(=S)(N2CC2)N3CC3. Drug 2: CC1=C(N=C(N=C1N)C(CC(=O)N)NCC(C(=O)N)N)C(=O)NC(C(C2=CN=CN2)OC3C(C(C(C(O3)CO)O)O)OC4C(C(C(C(O4)CO)O)OC(=O)N)O)C(=O)NC(C)C(C(C)C(=O)NC(C(C)O)C(=O)NCCC5=NC(=CS5)C6=NC(=CS6)C(=O)NCCC[S+](C)C)O. Cell line: BT-549. Synergy scores: CSS=27.2, Synergy_ZIP=-5.27, Synergy_Bliss=-2.95, Synergy_Loewe=-0.00238, Synergy_HSA=1.24.